From a dataset of Forward reaction prediction with 1.9M reactions from USPTO patents (1976-2016). Predict the product of the given reaction. (1) Given the reactants S(Cl)(Cl)=O.[NH2:5][C@H:6]([C:15]([OH:17])=[O:16])[CH2:7][C:8]1[CH:13]=[CH:12][C:11]([OH:14])=[CH:10][CH:9]=1.[C:18](O[C:18]([O:20][C:21]([CH3:24])([CH3:23])[CH3:22])=[O:19])([O:20][C:21]([CH3:24])([CH3:23])[CH3:22])=[O:19].[CH3:33]O, predict the reaction product. The product is: [CH3:33][O:16][C:15](=[O:17])[C@@H:6]([NH:5][C:18]([O:20][C:21]([CH3:24])([CH3:23])[CH3:22])=[O:19])[CH2:7][C:8]1[CH:9]=[CH:10][C:11]([OH:14])=[CH:12][CH:13]=1. (2) Given the reactants C([O:3][C:4](=[O:41])[CH:5]([C:24]1[CH:29]=[CH:28][CH:27]=[C:26]([N:30]([C:35](=[O:40])[C:36]([CH3:39])([CH3:38])[CH3:37])[CH2:31][CH:32]([CH3:34])[CH3:33])[CH:25]=1)[CH2:6][C:7]1[CH:12]=[CH:11][C:10]([NH:13][C:14](=[O:23])[C:15]2[C:20]([Cl:21])=[CH:19][CH:18]=[CH:17][C:16]=2[Cl:22])=[CH:9][CH:8]=1)C.[OH-].[Na+], predict the reaction product. The product is: [Cl:21][C:20]1[CH:19]=[CH:18][CH:17]=[C:16]([Cl:22])[C:15]=1[C:14]([NH:13][C:10]1[CH:11]=[CH:12][C:7]([CH2:6][CH:5]([C:24]2[CH:29]=[CH:28][CH:27]=[C:26]([N:30]([C:35](=[O:40])[C:36]([CH3:39])([CH3:37])[CH3:38])[CH2:31][CH:32]([CH3:34])[CH3:33])[CH:25]=2)[C:4]([OH:41])=[O:3])=[CH:8][CH:9]=1)=[O:23].